Dataset: Peptide-MHC class II binding affinity with 134,281 pairs from IEDB. Task: Regression. Given a peptide amino acid sequence and an MHC pseudo amino acid sequence, predict their binding affinity value. This is MHC class II binding data. (1) The peptide sequence is HQQGRCRTCVYNMMG. The MHC is HLA-DQA10601-DQB10402 with pseudo-sequence HLA-DQA10601-DQB10402. The binding affinity (normalized) is 0.315. (2) The peptide sequence is LTQPLQQVTSLFSQV. The MHC is DRB1_1501 with pseudo-sequence DRB1_1501. The binding affinity (normalized) is 0.414. (3) The peptide sequence is PWMQVPLEVKREACP. The MHC is DRB1_1301 with pseudo-sequence DRB1_1301. The binding affinity (normalized) is 0.196. (4) The MHC is HLA-DQA10201-DQB10402 with pseudo-sequence HLA-DQA10201-DQB10402. The binding affinity (normalized) is 0.565. The peptide sequence is LLCGIGCAMLHWSLIK. (5) The peptide sequence is EAKYDAYVATVSEAL. The MHC is DRB1_0901 with pseudo-sequence DRB1_0901. The binding affinity (normalized) is 0.633.